Dataset: Full USPTO retrosynthesis dataset with 1.9M reactions from patents (1976-2016). Task: Predict the reactants needed to synthesize the given product. (1) The reactants are: [NH:1]1[CH2:6][CH2:5][CH:4]([CH2:7][O:8][C:9]2[C:13]3[C:14]([O:18][CH:19]4[CH2:24][CH2:23][O:22][CH2:21][CH2:20]4)=[CH:15][CH:16]=[CH:17][C:12]=3[O:11][N:10]=2)[CH2:3][CH2:2]1.[CH:25]([C@H:27]1[CH2:32][CH2:31][C@H:30]([C:33]([O:35][CH3:36])=[O:34])[CH2:29][CH2:28]1)=O.C(C1(C(OC)=O)CCC1)=O. Given the product [O:22]1[CH2:23][CH2:24][CH:19]([O:18][C:14]2[C:13]3[C:9]([O:8][CH2:7][CH:4]4[CH2:3][CH2:2][N:1]([CH2:25][C@H:27]5[CH2:28][CH2:29][C@H:30]([C:33]([O:35][CH3:36])=[O:34])[CH2:31][CH2:32]5)[CH2:6][CH2:5]4)=[N:10][O:11][C:12]=3[CH:17]=[CH:16][CH:15]=2)[CH2:20][CH2:21]1, predict the reactants needed to synthesize it. (2) Given the product [CH3:9][N:8]([CH3:10])[C:3]1([CH:2]([C:11]2[CH:12]=[CH:13][CH:14]=[CH:15][CH:16]=2)[NH:1][C:29](=[O:30])[C:28]2[C:27]([CH3:35])=[CH:26][C:25]([F:24])=[CH:33][C:32]=2[CH3:34])[CH2:7][CH2:6][CH2:5][CH2:4]1, predict the reactants needed to synthesize it. The reactants are: [NH2:1][CH:2]([C:11]1[CH:16]=[CH:15][CH:14]=[CH:13][CH:12]=1)[C:3]1([N:8]([CH3:10])[CH3:9])[CH2:7][CH2:6][CH2:5][CH2:4]1.C(N(CC)CC)C.[F:24][C:25]1[CH:33]=[C:32]([CH3:34])[C:28]([C:29](Cl)=[O:30])=[C:27]([CH3:35])[CH:26]=1. (3) Given the product [F:1][C:2]1[CH:7]=[CH:6][C:5]([C:8]2([CH3:21])[C:12](=[O:13])[CH:11]=[C:10]([CH2:14][CH:15]([S:22][CH2:23][CH2:24][OH:25])[C:16]3[CH:20]=[CH:19][S:18][CH:17]=3)[O:9]2)=[CH:4][CH:3]=1, predict the reactants needed to synthesize it. The reactants are: [F:1][C:2]1[CH:7]=[CH:6][C:5]([C:8]2([CH3:21])[C:12](=[O:13])[CH:11]=[C:10](/[CH:14]=[CH:15]/[C:16]3[CH:20]=[CH:19][S:18][CH:17]=3)[O:9]2)=[CH:4][CH:3]=1.[SH:22][CH2:23][CH2:24][OH:25]. (4) Given the product [Cl:1][C:2]1[CH:10]=[CH:9][C:5]([C:6]([O:8][CH3:15])=[O:7])=[CH:4][C:3]=1[C:11]([F:12])([F:13])[F:14], predict the reactants needed to synthesize it. The reactants are: [Cl:1][C:2]1[CH:10]=[CH:9][C:5]([C:6]([OH:8])=[O:7])=[CH:4][C:3]=1[C:11]([F:14])([F:13])[F:12].[CH3:15]O.S(=O)(=O)(O)O. (5) Given the product [F:1][C:2]1[CH:7]=[CH:6][C:5]([N:8]2[CH2:17][CH2:16][C:15]3[C:10](=[CH:11][CH:12]=[C:13]([O:18][CH2:19][C:20]4[CH:25]=[CH:24][CH:23]=[CH:22][CH:21]=4)[CH:14]=3)[CH:9]2[CH2:26][C:27]2[CH:32]=[CH:31][C:30](/[CH:33]=[CH:34]/[C:35]([NH:41][CH2:40][CH2:38][OH:39])=[O:37])=[CH:29][CH:28]=2)=[CH:4][CH:3]=1, predict the reactants needed to synthesize it. The reactants are: [F:1][C:2]1[CH:7]=[CH:6][C:5]([N:8]2[CH2:17][CH2:16][C:15]3[C:10](=[CH:11][CH:12]=[C:13]([O:18][CH2:19][C:20]4[CH:25]=[CH:24][CH:23]=[CH:22][CH:21]=4)[CH:14]=3)[CH:9]2[CH2:26][C:27]2[CH:32]=[CH:31][C:30](/[CH:33]=[CH:34]/[C:35]([OH:37])=O)=[CH:29][CH:28]=2)=[CH:4][CH:3]=1.[CH2:38]([CH2:40][NH2:41])[OH:39]. (6) Given the product [N:3]1[C:4]2[C:9](=[CH:8][CH:7]=[CH:6][CH:5]=2)[CH:10]=[C:11]([CH:12]([OH:13])[CH:14]=[CH2:15])[CH:2]=1.[C:26]([O:25][C:23](=[O:24])[O-:30])([CH3:29])([CH3:28])[CH3:27], predict the reactants needed to synthesize it. The reactants are: I[C:2]1[C:11]([CH:12]=[O:13])=[CH:10][C:9]2[C:4](=[CH:5][CH:6]=[CH:7][CH:8]=2)[N:3]=1.[CH:14]([Mg]Br)=[CH2:15].[Li+].CCC[CH2-].[C:23]([O:30]C(OC(C)(C)C)=O)([O:25][C:26]([CH3:29])([CH3:28])[CH3:27])=[O:24].[Cl-].[NH4+]. (7) The reactants are: [F:1][C:2]1[CH:3]=[C:4]([C@@H:9]2[CH2:13][N:12]([CH2:14][CH2:15][O:16][CH3:17])[CH2:11][C@H:10]2[NH2:18])[CH:5]=[CH:6][C:7]=1[F:8].[Br:19][C:20]1[C:24]([CH3:25])=[C:23]([NH:26][C:27](=O)[O:28]C2C=CC=CC=2)[N:22]([C:36]2[CH:41]=[CH:40][CH:39]=[CH:38][CH:37]=2)[N:21]=1.CCN(C(C)C)C(C)C. Given the product [Br:19][C:20]1[C:24]([CH3:25])=[C:23]([NH:26][C:27]([NH:18][C@H:10]2[C@H:9]([C:4]3[CH:5]=[CH:6][C:7]([F:8])=[C:2]([F:1])[CH:3]=3)[CH2:13][N:12]([CH2:14][CH2:15][O:16][CH3:17])[CH2:11]2)=[O:28])[N:22]([C:36]2[CH:41]=[CH:40][CH:39]=[CH:38][CH:37]=2)[N:21]=1, predict the reactants needed to synthesize it. (8) Given the product [Cl:1][C:2]1[CH:3]=[C:4]([CH:7]=[C:8]([Cl:10])[CH:9]=1)[CH2:5][N:15]([CH2:16][C@@H:17]1[CH2:21][CH2:20][CH2:19][N:18]1[C:22]([O:24][C:25]([CH3:27])([CH3:26])[CH3:28])=[O:23])[CH2:11][CH:12]([CH3:14])[CH3:13], predict the reactants needed to synthesize it. The reactants are: [Cl:1][C:2]1[CH:3]=[C:4]([CH:7]=[C:8]([Cl:10])[CH:9]=1)[CH:5]=O.[CH2:11]([NH:15][CH2:16][C@@H:17]1[CH2:21][CH2:20][CH2:19][N:18]1[C:22]([O:24][C:25]([CH3:28])([CH3:27])[CH3:26])=[O:23])[CH:12]([CH3:14])[CH3:13].C(O[BH-](OC(=O)C)OC(=O)C)(=O)C.[Na+].[OH-].[Na+]. (9) Given the product [NH:15]1[CH2:16][CH2:17][CH2:18][C@@H:13]([CH2:12][NH:11][C:9](=[O:10])[O:8][CH2:7][C:1]2[CH:6]=[CH:5][CH:4]=[CH:3][CH:2]=2)[CH2:14]1, predict the reactants needed to synthesize it. The reactants are: [C:1]1([CH2:7][O:8][C:9]([NH:11][CH2:12][C@@H:13]2[CH2:18][CH2:17][CH2:16][N:15](C(OC(C)(C)C)=O)[CH2:14]2)=[O:10])[CH:6]=[CH:5][CH:4]=[CH:3][CH:2]=1.Cl.O1CCOCC1. (10) Given the product [F:1][C:2]1[CH:3]=[C:4]2[C:9](=[CH:10][CH:11]=1)[N:8]1[CH:12]=[CH:13][CH:14]=[C:7]1[CH:6]([CH3:15])[N:5]2[C:16](=[O:25])[C:17]1[CH:22]=[CH:21][C:20]([O:23][CH3:24])=[CH:19][CH:18]=1, predict the reactants needed to synthesize it. The reactants are: [F:1][C:2]1[CH:3]=[C:4]2[C:9](=[CH:10][CH:11]=1)[N:8]1[CH:12]=[CH:13][CH:14]=[C:7]1[CH:6]([CH3:15])[NH:5]2.[C:16](Cl)(=[O:25])[C:17]1[CH:22]=[CH:21][C:20]([O:23][CH3:24])=[CH:19][CH:18]=1.